From a dataset of Reaction yield outcomes from USPTO patents with 853,638 reactions. Predict the reaction yield, written as a fraction of the theoretical maximum amount of product (1.0 means a 100% yield; for example, 0.34 means a 34% yield). (1) The catalyst is C1COCC1. The product is [Br:6][C:7]1[N:8]=[CH:9][C:10]([CH:16]=[CH:17][CH:18]=[O:19])=[CH:11][CH:12]=1. The yield is 0.260. The reactants are CC([Mg]Cl)C.[Br:6][C:7]1[CH:12]=[CH:11][C:10](Br)=[CH:9][N:8]=1.CN(C)[CH:16]=[CH:17][CH:18]=[O:19].Cl. (2) The reactants are [CH2:1]([O:3][C:4]([C:7]1[CH:11]=[C:10]([NH:12][C:13](=[O:21])OC2C=CC=CC=2)[N:9]([C:22]2[CH:27]=[CH:26][CH:25]=[CH:24][CH:23]=2)[N:8]=1)([CH3:6])[CH3:5])[CH3:2].[CH3:28][O:29][C:30]1[CH:31]=[C:32]2[C:37](=[CH:38][C:39]=1[O:40][CH2:41][CH2:42][O:43][CH3:44])[N:36]=[CH:35][N:34]=[C:33]2[S:45][C:46]1[CH:47]=[C:48]([CH:50]=[CH:51][CH:52]=1)[NH2:49].C(N(CC)C(C)C)(C)C. The catalyst is C1COCC1. The product is [CH2:1]([O:3][C:4]([C:7]1[CH:11]=[C:10]([NH:12][C:13]([NH:49][C:48]2[CH:50]=[CH:51][CH:52]=[C:46]([S:45][C:33]3[C:32]4[C:37](=[CH:38][C:39]([O:40][CH2:41][CH2:42][O:43][CH3:44])=[C:30]([O:29][CH3:28])[CH:31]=4)[N:36]=[CH:35][N:34]=3)[CH:47]=2)=[O:21])[N:9]([C:22]2[CH:23]=[CH:24][CH:25]=[CH:26][CH:27]=2)[N:8]=1)([CH3:5])[CH3:6])[CH3:2]. The yield is 0.540. (3) The reactants are I[C:2]1[CH:7]=[CH:6][CH:5]=[CH:4][C:3]=1[O:8][CH:9]([CH3:11])[CH3:10].Br[C:13]([F:20])([F:19])[C:14]([O:16][CH2:17][CH3:18])=[O:15].C(=O)(O)[O-].[Na+]. The catalyst is CS(C)=O.[Cu]. The product is [F:19][C:13]([F:20])([C:2]1[CH:7]=[CH:6][CH:5]=[CH:4][C:3]=1[O:8][CH:9]([CH3:11])[CH3:10])[C:14]([O:16][CH2:17][CH3:18])=[O:15]. The yield is 0.660. (4) The reactants are [CH:1]([C:4]1[C:5]([C:14]([C:16]2[CH:17]=[C:18]([CH:21]=[C:22]([CH3:24])[CH:23]=2)[CH:19]=O)=[O:15])=[N:6][C:7]([O:12][CH3:13])=[N:8][C:9]=1[O:10][CH3:11])([CH3:3])[CH3:2].[C:25]([CH2:27]P(=O)(OCC)OCC)#[N:26].CC(C)([O-])C.[K+]. The catalyst is C1COCC1.CCOCC. The product is [CH:1]([C:4]1[C:5]([C:14]([C:16]2[CH:17]=[C:18]([CH:19]=[CH:27][C:25]#[N:26])[CH:21]=[C:22]([CH3:24])[CH:23]=2)=[O:15])=[N:6][C:7]([O:12][CH3:13])=[N:8][C:9]=1[O:10][CH3:11])([CH3:2])[CH3:3]. The yield is 0.650.